This data is from HIV replication inhibition screening data with 41,000+ compounds from the AIDS Antiviral Screen. The task is: Binary Classification. Given a drug SMILES string, predict its activity (active/inactive) in a high-throughput screening assay against a specified biological target. (1) The molecule is CC(=NNC(=S)N(Cc1ccccn1)Cc1ccccn1)c1cnccn1. The result is 0 (inactive). (2) The drug is C=C(C)C12CC3CCC(=NO)C(C1)C3(N1CCOCC1)CC2=NO. The result is 0 (inactive). (3) The drug is CSc1nc(N)c(NC2OC(CO)C(O)C2O)c(O)n1. The result is 1 (active). (4) The molecule is O=C(CCC(=O)Nc1ccccc1C(F)(F)F)NN=C1C(=NNC(=O)CCC(=O)Nc2ccccc2C(F)(F)F)C(c2ccc3c(c2)OCO3)Oc2ccccc21. The result is 0 (inactive). (5) The molecule is Cc1cccc(C)c1NC(=O)C1=NC(=S)NC(c2ccccc2)C1c1nc2ccccc2s1. The result is 0 (inactive). (6) The compound is CC(=O)NC(=O)NC1=NCCC(=O)N1CCc1c[nH]c2ccccc12. The result is 0 (inactive).